From a dataset of Full USPTO retrosynthesis dataset with 1.9M reactions from patents (1976-2016). Predict the reactants needed to synthesize the given product. Given the product [F:8][C:6]1[CH:5]=[CH:4][C:3]([C:9]2[N:14]=[CH:13][N:12]=[C:11]([NH:15][C:16]3[CH:31]=[CH:30][CH:29]=[C:18]([CH2:19][S:20]([CH3:22])(=[NH:23])=[O:21])[CH:17]=3)[N:10]=2)=[C:2]([O:41][CH2:40][C:37]2[CH:36]=[CH:35][C:34]([C:33]([F:32])([F:42])[F:43])=[CH:39][CH:38]=2)[CH:7]=1, predict the reactants needed to synthesize it. The reactants are: F[C:2]1[CH:7]=[C:6]([F:8])[CH:5]=[CH:4][C:3]=1[C:9]1[N:14]=[CH:13][N:12]=[C:11]([NH:15][C:16]2[CH:17]=[C:18]([CH:29]=[CH:30][CH:31]=2)[CH2:19][S:20](=[N:23]C(=O)OCC)([CH3:22])=[O:21])[N:10]=1.[F:32][C:33]([F:43])([F:42])[C:34]1[CH:39]=[CH:38][C:37]([CH2:40][OH:41])=[CH:36][CH:35]=1.